From a dataset of Full USPTO retrosynthesis dataset with 1.9M reactions from patents (1976-2016). Predict the reactants needed to synthesize the given product. (1) Given the product [Cl:10][C:11]1[CH:12]=[CH:13][C:14]([C:15]([N:43]([C@@H:44]([CH3:51])[CH2:45][N:46]2[CH2:49][CH:48]([OH:50])[CH2:47]2)[CH3:42])=[O:17])=[CH:18][CH:19]=1, predict the reactants needed to synthesize it. The reactants are: CCN(C(C)C)C(C)C.[Cl:10][C:11]1[CH:19]=[CH:18][C:14]([C:15]([OH:17])=O)=[CH:13][CH:12]=1.CN(C(ON1N=NC2C=CC=CC1=2)=[N+](C)C)C.[B-](F)(F)(F)F.[CH3:42][NH:43][C@@H:44]([CH3:51])[CH2:45][N:46]1[CH2:49][CH:48]([OH:50])[CH2:47]1. (2) Given the product [CH2:18]([O:17][C:14]1[CH:13]=[CH:12][C:11]([S:8]([N:6]([CH3:7])[CH:4]([CH3:5])[C:3]([OH:22])=[O:2])(=[O:9])=[O:10])=[CH:16][CH:15]=1)[C:19]#[C:20][CH3:21], predict the reactants needed to synthesize it. The reactants are: C[O:2][C:3](=[O:22])[C@H:4]([N:6]([S:8]([C:11]1[CH:16]=[CH:15][C:14]([O:17][CH2:18][C:19]#[C:20][CH3:21])=[CH:13][CH:12]=1)(=[O:10])=[O:9])[CH3:7])[CH3:5].O.[OH-].[Li+].Cl. (3) Given the product [CH3:30][O:29][C:27](=[O:28])[CH:26]([N:12]1[CH2:13][CH2:14][C:15]2[C:20](=[CH:19][C:18]([O:21][CH3:22])=[C:17]([O:23][CH3:24])[CH:16]=2)[CH:11]1[CH2:10][CH2:9][C:4]1[CH:5]=[CH:6][C:7]([F:8])=[C:2]([F:1])[CH:3]=1)[C:31]1[CH:32]=[CH:33][CH:34]=[CH:35][CH:36]=1, predict the reactants needed to synthesize it. The reactants are: [F:1][C:2]1[CH:3]=[C:4]([CH2:9][CH2:10][CH:11]2[C:20]3[C:15](=[CH:16][C:17]([O:23][CH3:24])=[C:18]([O:21][CH3:22])[CH:19]=3)[CH2:14][CH2:13][NH:12]2)[CH:5]=[CH:6][C:7]=1[F:8].Br[CH:26]([C:31]1[CH:36]=[CH:35][CH:34]=[CH:33][CH:32]=1)[C:27]([O:29][CH3:30])=[O:28]. (4) Given the product [C:1]([C:5]1[O:9][N:8]=[C:7]([NH:10][C:11]([NH:13][C:14]2[CH:19]=[CH:18][CH:17]=[C:16]([S:20][C:21]3[C:30]4[C:25](=[CH:26][C:27]([O:33][CH2:34][CH2:35][N:37]5[CH2:41][CH2:40][CH2:39][CH2:38]5)=[C:28]([O:31][CH3:32])[CH:29]=4)[N:24]=[CH:23][N:22]=3)[CH:15]=2)=[O:12])[CH:6]=1)([CH3:4])([CH3:3])[CH3:2], predict the reactants needed to synthesize it. The reactants are: [C:1]([C:5]1[O:9][N:8]=[C:7]([NH:10][C:11]([NH:13][C:14]2[CH:19]=[CH:18][CH:17]=[C:16]([S:20][C:21]3[C:30]4[C:25](=[CH:26][C:27]([O:33][CH2:34][CH2:35]Cl)=[C:28]([O:31][CH3:32])[CH:29]=4)[N:24]=[CH:23][N:22]=3)[CH:15]=2)=[O:12])[CH:6]=1)([CH3:4])([CH3:3])[CH3:2].[NH:37]1[CH2:41][CH2:40][CH2:39][CH2:38]1. (5) Given the product [CH2:17]([N:14]1[CH2:15][CH2:16][N:11]2[C:3]3[CH:4]=[C:5]([O:8][CH2:9][CH3:10])[CH:6]=[CH:7][C:2]=3[NH:1][C:32](=[O:35])[CH2:31][C@H:12]2[CH2:13]1)[C:18]1[CH:23]=[CH:22][CH:21]=[CH:20][CH:19]=1, predict the reactants needed to synthesize it. The reactants are: [NH2:1][C:2]1[CH:7]=[CH:6][C:5]([O:8][CH2:9][CH3:10])=[CH:4][C:3]=1[N:11]1[CH2:16][CH2:15][N:14]([CH2:17][C:18]2[CH:23]=[CH:22][CH:21]=[CH:20][CH:19]=2)[CH2:13][CH:12]1CC(O)=O.NC1C=C[C:32]([O:35]CC)=[CH:31]C=1N1CCN(CC2C=CC=CC=2)CC1CC(O)=O.FC1C=C(OCC)C=CC=1[N+]([O-])=O. (6) The reactants are: [CH:1]1([N:6]2[C:15]3[C:10](=[CH:11][N:12]=[C:13]([S:16][CH3:17])[N:14]=3)[CH:9]=[CH:8][S:7]2(=[O:19])=[O:18])[CH2:5][CH2:4][CH2:3][CH2:2]1.C1(S(N2C(C3C=CC=CC=3)O2)(=O)=[O:27])C=CC=CC=1. Given the product [CH:1]1([N:6]2[C:15]3[C:10](=[CH:11][N:12]=[C:13]([S:16]([CH3:17])=[O:27])[N:14]=3)[CH:9]=[CH:8][S:7]2(=[O:18])=[O:19])[CH2:2][CH2:3][CH2:4][CH2:5]1, predict the reactants needed to synthesize it. (7) Given the product [N:13]1[CH:14]=[CH:15][CH:16]=[CH:17][C:12]=1[N:9]1[C:5]2=[N:6][CH:7]=[N:8][C:3]([NH:1][N:2]=[CH:24][C:23]3[CH:26]=[CH:27][C:20]([N:19]([CH3:28])[CH3:18])=[N:21][CH:22]=3)=[C:4]2[CH:11]=[N:10]1, predict the reactants needed to synthesize it. The reactants are: [NH:1]([C:3]1[N:8]=[CH:7][N:6]=[C:5]2[N:9]([C:12]3[CH:17]=[CH:16][CH:15]=[CH:14][N:13]=3)[N:10]=[CH:11][C:4]=12)[NH2:2].[CH3:18][N:19]([CH3:28])[C:20]1[CH:27]=[CH:26][C:23]([CH:24]=O)=[CH:22][N:21]=1.COC1N=C(N2C3=NC=NC(NN=CC4C=CN=CC=4)=C3C=N2)C=CC=1. (8) The reactants are: [NH:1]1[CH:5]=[CH:4][N:3]=[C:2]1[C:6]([OH:8])=O.Cl.[C:10]([O:14][C:15](=[O:19])[C@H:16]([CH3:18])[NH2:17])([CH3:13])([CH3:12])[CH3:11].C(N(C(C)C)CC)(C)C.C1C=CC2N(O)N=NC=2C=1.CCN=C=NCCCN(C)C.Cl. Given the product [C:10]([O:14][C:15](=[O:19])[C@@H:16]([NH:17][C:6]([C:2]1[NH:1][CH:5]=[CH:4][N:3]=1)=[O:8])[CH3:18])([CH3:13])([CH3:12])[CH3:11], predict the reactants needed to synthesize it. (9) Given the product [C:35]([C:39]1[O:43][N:42]=[C:41]([C:17]([NH:16][CH2:15][C:12]2[CH:13]=[CH:14][C:9]([C:6]3[CH:5]=[CH:4][N:3]=[C:2]4[NH:1][C:33]([C:31]5[CH:30]=[N:29][N:28]([CH2:27][CH2:26][OH:25])[CH:32]=5)=[N:8][C:7]=34)=[CH:10][C:11]=2[F:24])=[O:23])[N:40]=1)([CH3:38])([CH3:37])[CH3:36], predict the reactants needed to synthesize it. The reactants are: [NH2:1][C:2]1[C:7]([NH2:8])=[C:6]([C:9]2[CH:14]=[CH:13][C:12]([CH2:15][NH:16][C:17](=[O:23])OC(C)(C)C)=[C:11]([F:24])[CH:10]=2)[CH:5]=[CH:4][N:3]=1.[OH:25][CH2:26][CH2:27][N:28]1[CH:32]=[C:31]([CH:33]=O)[CH:30]=[N:29]1.[C:35]([C:39]1[O:43][N:42]=[C:41](C(O)=O)[N:40]=1)([CH3:38])([CH3:37])[CH3:36]. (10) Given the product [F:51][C:52]1[CH:53]=[C:54]([CH:59]([NH:61][C:43]([NH:4][C:3]2[CH:5]=[CH:6][C:7]([O:9][C:10]3[C:19]4[C:14](=[CH:15][C:16]([O:22][CH2:23][CH2:24][CH2:25][N:26]5[CH2:27][CH2:28][O:29][CH2:30][CH2:31]5)=[C:17]([O:20][CH3:21])[CH:18]=4)[N:13]=[CH:12][CH:11]=3)=[CH:8][C:2]=2[F:1])=[O:49])[CH3:60])[CH:55]=[CH:56][C:57]=1[F:58], predict the reactants needed to synthesize it. The reactants are: [F:1][C:2]1[CH:8]=[C:7]([O:9][C:10]2[C:19]3[C:14](=[CH:15][C:16]([O:22][CH2:23][CH2:24][CH2:25][N:26]4[CH2:31][CH2:30][O:29][CH2:28][CH2:27]4)=[C:17]([O:20][CH3:21])[CH:18]=3)[N:13]=[CH:12][CH:11]=2)[CH:6]=[CH:5][C:3]=1[NH2:4].C(N(CC)CC)C.ClC(Cl)(O[C:43](=[O:49])OC(Cl)(Cl)Cl)Cl.[F:51][C:52]1[CH:53]=[C:54]([CH:59]([NH2:61])[CH3:60])[CH:55]=[CH:56][C:57]=1[F:58].